From a dataset of Peptide-MHC class II binding affinity with 134,281 pairs from IEDB. Regression. Given a peptide amino acid sequence and an MHC pseudo amino acid sequence, predict their binding affinity value. This is MHC class II binding data. The peptide sequence is LTKLAAAWGGSGSEA. The MHC is HLA-DPA10201-DPB10501 with pseudo-sequence HLA-DPA10201-DPB10501. The binding affinity (normalized) is 0.121.